From a dataset of Carcinogenicity classification data from Lagunin et al.. Regression/Classification. Given a drug SMILES string, predict its toxicity properties. Task type varies by dataset: regression for continuous values (e.g., LD50, hERG inhibition percentage) or binary classification for toxic/non-toxic outcomes (e.g., AMES mutagenicity, cardiotoxicity, hepatotoxicity). Dataset: carcinogens_lagunin. (1) The molecule is CC(N/C(=N/C#N)Nc1ccncc1)C(C)(C)C. The result is 0 (non-carcinogenic). (2) The compound is Cc1c(O)c(=O)n(-c2ccccc2)n1C. The result is 0 (non-carcinogenic). (3) The drug is N[C@@H](Cn1ccc(=O)c(O)c1)C(=O)O. The result is 0 (non-carcinogenic). (4) The drug is ClCc1ccccn1. The result is 1 (carcinogenic). (5) The compound is C[N+]1(C)C[C@@H](O)C[C@H]1C(=O)[O-]. The result is 0 (non-carcinogenic). (6) The molecule is COc1ccc2c(c1O)-c1c(OC)c(OC)cc3c1[C@H](C2)N(C)CC3. The result is 0 (non-carcinogenic).